This data is from NCI-60 drug combinations with 297,098 pairs across 59 cell lines. The task is: Regression. Given two drug SMILES strings and cell line genomic features, predict the synergy score measuring deviation from expected non-interaction effect. (1) Drug 1: C(=O)(N)NO. Drug 2: C1C(C(OC1N2C=NC(=NC2=O)N)CO)O. Cell line: OVCAR-8. Synergy scores: CSS=14.9, Synergy_ZIP=-4.91, Synergy_Bliss=0.157, Synergy_Loewe=-8.42, Synergy_HSA=1.15. (2) Synergy scores: CSS=53.1, Synergy_ZIP=-0.117, Synergy_Bliss=-1.24, Synergy_Loewe=-1.57, Synergy_HSA=-1.88. Drug 2: CCC1(CC2CC(C3=C(CCN(C2)C1)C4=CC=CC=C4N3)(C5=C(C=C6C(=C5)C78CCN9C7C(C=CC9)(C(C(C8N6C=O)(C(=O)OC)O)OC(=O)C)CC)OC)C(=O)OC)O.OS(=O)(=O)O. Cell line: ACHN. Drug 1: C1=CC(=CC=C1CCCC(=O)O)N(CCCl)CCCl.